From a dataset of Full USPTO retrosynthesis dataset with 1.9M reactions from patents (1976-2016). Predict the reactants needed to synthesize the given product. (1) Given the product [CH2:13]([C:15]1([C:26]2[CH:31]=[CH:30][CH:29]=[CH:28][N:27]=2)[N:20]2[C:2](=[O:4])[NH:25][C:21]3=[CH:22][CH:23]=[CH:24][C:18](=[C:19]23)[O:17][CH2:16]1)[CH3:14], predict the reactants needed to synthesize it. The reactants are: Cl[C:2](Cl)([O:4]C(=O)OC(Cl)(Cl)Cl)Cl.[CH2:13]([C:15]1([C:26]2[CH:31]=[CH:30][CH:29]=[CH:28][N:27]=2)[NH:20][C:19]2=[C:21]([NH2:25])[CH:22]=[CH:23][CH:24]=[C:18]2[O:17][CH2:16]1)[CH3:14]. (2) Given the product [Cl:18][C:19]1[S:23][C:22]([S:24]([N:5]2[CH2:6][CH2:7][CH2:8][CH2:9][C:10]3[S:1][CH:2]=[CH:3][C:4]2=3)(=[O:25])=[O:26])=[CH:21][C:20]=1[N+:28]([O-:30])=[O:29], predict the reactants needed to synthesize it. The reactants are: [S:1]1[C:10]2[CH2:9][CH2:8][CH2:7][CH2:6][NH:5][C:4]=2[CH:3]=[CH:2]1.C(N(CC)CC)C.[Cl:18][C:19]1[S:23][C:22]([S:24](Cl)(=[O:26])=[O:25])=[CH:21][C:20]=1[N+:28]([O-:30])=[O:29].O. (3) Given the product [Br:3][C:4]1[CH:9]=[CH:8][C:7]([C@@H:10]2[CH2:11][CH2:12][CH2:13][C@:27]32[N:26]([CH3:30])[C:25](=[O:31])[N:24]([C:19]2[CH:18]=[C:17]([Cl:16])[CH:22]=[C:21]([Cl:23])[CH:20]=2)[C:28]3=[O:29])=[CH:6][CH:5]=1, predict the reactants needed to synthesize it. The reactants are: [OH-].[K+].[Br:3][C:4]1[CH:9]=[CH:8][C:7]([CH:10](Br)[CH2:11][CH2:12][CH2:13]Br)=[CH:6][CH:5]=1.[Cl:16][C:17]1[CH:18]=[C:19]([N:24]2[C:28](=[O:29])[CH2:27][N:26]([CH3:30])[C:25]2=[O:31])[CH:20]=[C:21]([Cl:23])[CH:22]=1.O. (4) Given the product [CH3:1][O:18][C:17]([C:15]1[C:14]([CH3:20])=[CH:13][C:9]([C:10]([OH:12])=[O:11])=[C:8]([CH3:7])[CH:16]=1)=[O:19], predict the reactants needed to synthesize it. The reactants are: [C:1](=O)([O-])[O-].[K+].[K+].[CH3:7][C:8]1[CH:16]=[C:15]([C:17]([O-:19])=[O:18])[C:14]([CH3:20])=[CH:13][C:9]=1[C:10]([O-:12])=[O:11].CI.